Dataset: Forward reaction prediction with 1.9M reactions from USPTO patents (1976-2016). Task: Predict the product of the given reaction. (1) Given the reactants [NH2:1][CH:2]1[CH2:11][CH2:10][C:9]2[CH:8]=[C:7]([C:12]#[N:13])[CH:6]=[CH:5][C:4]=2[CH2:3]1.[CH3:14][C:15]([O:18][C:19](O[C:19]([O:18][C:15]([CH3:17])([CH3:16])[CH3:14])=[O:20])=[O:20])([CH3:17])[CH3:16], predict the reaction product. The product is: [C:12]([C:7]1[CH:8]=[C:9]2[C:4](=[CH:5][CH:6]=1)[CH2:3][CH:2]([NH:1][C:19](=[O:20])[O:18][C:15]([CH3:17])([CH3:16])[CH3:14])[CH2:11][CH2:10]2)#[N:13]. (2) The product is: [C:20]1([C:24]2[CH:25]=[CH:26][CH:27]=[CH:28][CH:29]=2)[CH:21]=[CH:22][CH:23]=[C:18]([C:16]2[N:15]=[CH:14][N:13]=[C:12]([N:11]([C:46](=[O:49])[CH2:45][CH2:43][CH3:44])[C:8]3[CH:9]=[CH:10][C:5]([N:4]([CH2:30][CH3:31])[CH2:3][CH2:2][NH:1][C:32](=[O:35])[CH2:33][CH2:34][CH3:51])=[CH:6][CH:7]=3)[CH:17]=2)[CH:19]=1. Given the reactants [NH2:1][CH2:2][CH2:3][N:4]([CH2:30][CH3:31])[C:5]1[CH:10]=[CH:9][C:8]([NH:11][C:12]2[CH:17]=[C:16]([C:18]3[CH:19]=[C:20]([C:24]4[CH:29]=[CH:28][CH:27]=[CH:26][CH:25]=4)[CH:21]=[CH:22][CH:23]=3)[N:15]=[CH:14][N:13]=2)=[CH:7][CH:6]=1.[C:32](Cl)(=[O:35])[CH2:33][CH3:34].CCN([CH:43]([CH3:45])[CH3:44])C(C)C.[C:46]([O-:49])(O)=O.[Na+].[C:51](OCC)(=O)C, predict the reaction product. (3) Given the reactants [OH:1][C:2]1[CH:3]=[CH:4][C:5]([C:8]([O:10][CH3:11])=[O:9])=[N:6][CH:7]=1.C([O-])([O-])=O.[K+].[K+].Br[CH:19]([CH3:21])[CH3:20], predict the reaction product. The product is: [CH:19]([O:1][C:2]1[CH:3]=[CH:4][C:5]([C:8]([O:10][CH3:11])=[O:9])=[N:6][CH:7]=1)([CH3:21])[CH3:20]. (4) Given the reactants Br[C:2]1[N:11]=[C:10]([C:12]([NH:14][CH2:15][C:16]2[CH:21]=[CH:20][C:19]([F:22])=[CH:18][CH:17]=2)=[O:13])[C:9]([OH:23])=[C:8]2[C:3]=1[CH:4]=[CH:5][CH:6]=[N:7]2.[NH:24]1[CH2:29][CH2:28][S:27][CH2:26][CH2:25]1.C(N(C(C)C)CC)(C)C.C(O)(C(F)(F)F)=O, predict the reaction product. The product is: [F:22][C:19]1[CH:20]=[CH:21][C:16]([CH2:15][NH:14][C:12]([C:10]2[C:9]([OH:23])=[C:8]3[C:3]([CH:4]=[CH:5][CH:6]=[N:7]3)=[C:2]([N:24]3[CH2:29][CH2:28][S:27][CH2:26][CH2:25]3)[N:11]=2)=[O:13])=[CH:17][CH:18]=1. (5) Given the reactants [C:1]1([CH:7]([C:9]2[CH:10]=[N:11][C:12]([C:15]3[CH:20]=[CH:19][CH:18]=[CH:17][CH:16]=3)=[CH:13][CH:14]=2)O)[CH:6]=[CH:5][CH:4]=[CH:3][CH:2]=1.[CH:21]1[N:25]=[CH:24][N:23](C([N:23]2[CH:24]=[N:25][CH:21]=[CH:22]2)=O)[CH:22]=1, predict the reaction product. The product is: [N:23]1([CH:7]([C:1]2[CH:6]=[CH:5][CH:4]=[CH:3][CH:2]=2)[C:9]2[CH:14]=[CH:13][C:12]([C:15]3[CH:20]=[CH:19][CH:18]=[CH:17][CH:16]=3)=[N:11][CH:10]=2)[CH:22]=[CH:21][N:25]=[CH:24]1. (6) Given the reactants [C:1]([C:3]1[CH:8]=[CH:7][C:6]([CH:9]([C:25]2[C:30](=[O:31])[CH2:29][CH2:28][CH2:27][C:26]=2[O:32][CH3:33])[NH:10][C:11]([NH:13][C:14]2[CH:19]=[CH:18][C:17](F)=[C:16]([C:21]([F:24])([F:23])[F:22])[CH:15]=2)=[O:12])=[CH:5][CH:4]=1)#[N:2].C(C1C=CC(C(C2C(=O)CCCC=2O)NC(NC2C=C(C(F)(F)[F:54])C=C(F)C=2)=O)=CC=1)#N, predict the reaction product. The product is: [C:1]([C:3]1[CH:4]=[CH:5][C:6]([CH:9]([C:25]2[C:30](=[O:31])[CH2:29][CH2:28][CH2:27][C:26]=2[O:32][CH3:33])[NH:10][C:11]([NH:13][C:14]2[CH:15]=[C:16]([C:21]([F:22])([F:23])[F:24])[CH:17]=[C:18]([F:54])[CH:19]=2)=[O:12])=[CH:7][CH:8]=1)#[N:2]. (7) Given the reactants [NH:1]1[CH2:6][CH2:5][CH:4]([NH:7][C:8]([C:10]2[C:14]3[N:15]=[CH:16][N:17]=[C:18]([C:19]4[CH:24]=[CH:23][C:22]([O:25][CH3:26])=[CH:21][C:20]=4[O:27][CH2:28][CH:29]4[CH2:31][CH2:30]4)[C:13]=3[NH:12][CH:11]=2)=[O:9])[CH2:3][CH2:2]1.Cl[C:33]([O:35][CH2:36][CH3:37])=[O:34], predict the reaction product. The product is: [CH2:36]([O:35][C:33]([N:1]1[CH2:2][CH2:3][CH:4]([NH:7][C:8]([C:10]2[C:14]3[N:15]=[CH:16][N:17]=[C:18]([C:19]4[CH:24]=[CH:23][C:22]([O:25][CH3:26])=[CH:21][C:20]=4[O:27][CH2:28][CH:29]4[CH2:30][CH2:31]4)[C:13]=3[NH:12][CH:11]=2)=[O:9])[CH2:5][CH2:6]1)=[O:34])[CH3:37].